From a dataset of Reaction yield outcomes from USPTO patents with 853,638 reactions. Predict the reaction yield, written as a fraction of the theoretical maximum amount of product (1.0 means a 100% yield; for example, 0.34 means a 34% yield). (1) The reactants are [F:1][CH2:2][CH2:3][O:4][C:5]1[CH:14]=[CH:13][C:8]([C:9]([O:11]C)=[O:10])=[CH:7][CH:6]=1.[Li+].[OH-]. The catalyst is O1CCOCC1. The product is [F:1][CH2:2][CH2:3][O:4][C:5]1[CH:14]=[CH:13][C:8]([C:9]([OH:11])=[O:10])=[CH:7][CH:6]=1. The yield is 0.710. (2) The reactants are CC1[O:7][CH:6]([CH3:8])[O:5][CH:4]([CH3:9])O1.[Na+].[I-:11].[C:12]([O:15][C:16]1C=[CH:20][CH:19]=[CH:18][C:17]=1C(Cl)=O)(=[O:14])[CH3:13]. The catalyst is C(Cl)Cl. The product is [C:12]([O:15][C:16]1[CH:17]=[CH:18][CH:19]=[CH:20][C:8]=1[C:6]([O:5][CH:4]([I:11])[CH3:9])=[O:7])(=[O:14])[CH3:13]. The yield is 0.400. (3) The reactants are Cl[C:2]1[O:3][C:4]2[CH:10]=[CH:9][CH:8]=[CH:7][C:5]=2[N:6]=1.[NH2:11][C:12]1[CH:17]=[CH:16][C:15]([CH2:18][C:19]([O:21][CH2:22][CH3:23])=[O:20])=[CH:14][CH:13]=1.O. The catalyst is C1(C)C(C)=CC=CC=1. The product is [O:3]1[C:4]2[CH:10]=[CH:9][CH:8]=[CH:7][C:5]=2[N:6]=[C:2]1[NH:11][C:12]1[CH:13]=[CH:14][C:15]([CH2:18][C:19]([O:21][CH2:22][CH3:23])=[O:20])=[CH:16][CH:17]=1. The yield is 0.990. (4) The reactants are C([O:3][P:4]([CH2:9][CH2:10][NH:11][CH2:12][C:13]([CH3:36])=[CH:14][CH2:15][C:16]1[C:17]([O:29]CC[Si](C)(C)C)=[C:18]2[C:22](=[C:23]([CH3:27])[C:24]=1[CH2:25][CH3:26])[CH2:21][O:20][C:19]2=[O:28])(=[O:8])[O:5]CC)C.C[Si](Br)(C)C. The catalyst is CN(C=O)C.C(Cl)Cl. The product is [CH2:25]([C:24]1[C:23]([CH3:27])=[C:22]2[C:18]([C:19](=[O:28])[O:20][CH2:21]2)=[C:17]([OH:29])[C:16]=1[CH2:15][CH:14]=[C:13]([CH3:36])[CH2:12][NH:11][CH2:10][CH2:9][P:4](=[O:3])([OH:8])[OH:5])[CH3:26]. The yield is 0.570. (5) The reactants are [CH2:1]([OH:8])[C:2]1[CH:7]=[CH:6][CH:5]=[CH:4][CH:3]=1.[H-].[Na+].F[C:12]1[CH:19]=[C:18]([F:20])[CH:17]=[CH:16][C:13]=1[C:14]#[N:15]. The catalyst is C1(C)C=CC=CC=1.C(OCC)(=O)C. The product is [CH2:1]([O:8][C:12]1[CH:19]=[C:18]([F:20])[CH:17]=[CH:16][C:13]=1[C:14]#[N:15])[C:2]1[CH:7]=[CH:6][CH:5]=[CH:4][CH:3]=1. The yield is 0.880.